Dataset: Catalyst prediction with 721,799 reactions and 888 catalyst types from USPTO. Task: Predict which catalyst facilitates the given reaction. (1) The catalyst class is: 4. Product: [C:16]([C:4]1[CH:5]=[C:6]2[C:11](=[CH:12][C:3]=1[O:2][CH3:1])[C:10]([CH3:13])([CH3:14])[C:9](=[O:15])[CH2:8][CH2:7]2)(=[O:18])[CH3:17]. Reactant: [CH3:1][O:2][C:3]1[CH:12]=[C:11]2[C:6]([CH2:7][CH2:8][C:9](=[O:15])[C:10]2([CH3:14])[CH3:13])=[CH:5][CH:4]=1.[C:16](OC(=O)C)(=[O:18])[CH3:17].[Cl-].[Al+3].[Cl-].[Cl-].[N+](C1C=CC=CC=1)([O-])=O.C(=O)([O-])O.[Na+]. (2) Reactant: [C:1]([NH:5][C:6]([C:8]1[C:16]2[C:11](=[N:12][CH:13]=[C:14]([N:17]3[C:25]4[C:20](=[CH:21][CH:22]=[C:23]([CH3:26])[CH:24]=4)[CH:19]=[N:18]3)[N:15]=2)[N:10](COCC[Si](C)(C)C)[CH:9]=1)=[O:7])([CH3:4])([CH3:3])[CH3:2].FC(F)(F)C(O)=O. Product: [C:1]([NH:5][C:6]([C:8]1[C:16]2[C:11](=[N:12][CH:13]=[C:14]([N:17]3[C:25]4[C:20](=[CH:21][CH:22]=[C:23]([CH3:26])[CH:24]=4)[CH:19]=[N:18]3)[N:15]=2)[NH:10][CH:9]=1)=[O:7])([CH3:4])([CH3:3])[CH3:2]. The catalyst class is: 4. (3) The catalyst class is: 8. Product: [N:3]1[CH:8]=[CH:7][CH:6]=[C:5]([C:9]2[CH:14]=[CH:13][C:12](/[CH:15]=[CH:16]/[CH2:17][OH:18])=[CH:11][CH:10]=2)[N:4]=1. Reactant: [BH4-].[Na+].[N:3]1[CH:8]=[CH:7][CH:6]=[C:5]([C:9]2[CH:14]=[CH:13][C:12](/[CH:15]=[CH:16]/[CH:17]=[O:18])=[CH:11][CH:10]=2)[N:4]=1. (4) Reactant: [CH3:1][Mg]Br.[Cl:4][C:5]1[CH:10]=[CH:9][C:8]([C:11]2[O:15][N:14]=[C:13](/[CH:16]=[N:17]/[S@@:18]([C:20]([CH3:23])([CH3:22])[CH3:21])=[O:19])[CH:12]=2)=[CH:7][CH:6]=1. Product: [Cl:4][C:5]1[CH:10]=[CH:9][C:8]([C:11]2[O:15][N:14]=[C:13]([C@@H:16]([NH:17][S@@:18]([C:20]([CH3:23])([CH3:22])[CH3:21])=[O:19])[CH3:1])[CH:12]=2)=[CH:7][CH:6]=1. The catalyst class is: 2. (5) Product: [CH2:1]([N:8]1[CH2:12][C@H:11]([C:13]2[CH:14]=[CH:15][C:16]([F:19])=[CH:17][CH:18]=2)[C@@H:10]([C@H:20]([OH:22])[CH3:21])[CH2:9]1)[C:2]1[CH:3]=[CH:4][CH:5]=[CH:6][CH:7]=1. The catalyst class is: 1. Reactant: [CH2:1]([N:8]1[CH2:12][C@H:11]([C:13]2[CH:18]=[CH:17][C:16]([F:19])=[CH:15][CH:14]=2)[C@@H:10]([C:20](=[O:22])[CH3:21])[CH2:9]1)[C:2]1[CH:7]=[CH:6][CH:5]=[CH:4][CH:3]=1.[H-].[H-].[H-].[H-].[Li+].[Al+3]. (6) Reactant: [CH:1]1([CH2:4][N:5]([CH2:28][CH:29]2[CH2:34][CH2:33][O:32][CH2:31][CH2:30]2)[C:6]2[C:7]([O:26][CH3:27])=[N:8][N:9]3[C:13]([C:14]4[C:21]([O:22][CH3:23])=[CH:20][C:17]([C:18]#[N:19])=[CH:16][C:15]=4[O:24][CH3:25])=[CH:12][S:11][C:10]=23)[CH2:3][CH2:2]1.C(OCC)(=O)C.[ClH:41]. Product: [ClH:41].[CH:1]1([CH2:4][N:5]([CH2:28][CH:29]2[CH2:34][CH2:33][O:32][CH2:31][CH2:30]2)[C:6]2[C:7]([O:26][CH3:27])=[N:8][N:9]3[C:13]([C:14]4[C:15]([O:24][CH3:25])=[CH:16][C:17]([C:18]#[N:19])=[CH:20][C:21]=4[O:22][CH3:23])=[CH:12][S:11][C:10]=23)[CH2:2][CH2:3]1. The catalyst class is: 27. (7) Reactant: [C:1]([O:5][C:6]([N:8]1[CH2:12][C@@H:11]([CH2:13][OH:14])[C@H:10]([CH2:15][O:16][C:17]2[N:18]=[N:19][C:20]([CH2:37][CH2:38][CH2:39][CH3:40])=[C:21]([C:23]3[CH:28]=[CH:27][C:26]([O:29][CH2:30][C:31]4[CH:36]=[CH:35][CH:34]=[CH:33][CH:32]=4)=[CH:25][CH:24]=3)[CH:22]=2)[CH2:9]1)=[O:7])([CH3:4])([CH3:3])[CH3:2].[H-].[Na+].[CH3:43]I.O. Product: [C:1]([O:5][C:6]([N:8]1[CH2:12][C@@H:11]([CH2:13][O:14][CH3:43])[C@H:10]([CH2:15][O:16][C:17]2[N:18]=[N:19][C:20]([CH2:37][CH2:38][CH2:39][CH3:40])=[C:21]([C:23]3[CH:24]=[CH:25][C:26]([O:29][CH2:30][C:31]4[CH:36]=[CH:35][CH:34]=[CH:33][CH:32]=4)=[CH:27][CH:28]=3)[CH:22]=2)[CH2:9]1)=[O:7])([CH3:4])([CH3:3])[CH3:2]. The catalyst class is: 1.